Predict the product of the given reaction. From a dataset of Forward reaction prediction with 1.9M reactions from USPTO patents (1976-2016). (1) Given the reactants Br[CH:2]1[CH2:7][CH2:6][O:5][CH2:4][CH2:3]1.[Mg].II.[CH3:11][C:12]1[O:16][N:15]=[C:14]([CH:17]=[O:18])[CH:13]=1, predict the reaction product. The product is: [CH3:11][C:12]1[O:16][N:15]=[C:14]([CH:17]([CH:2]2[CH2:7][CH2:6][O:5][CH2:4][CH2:3]2)[OH:18])[CH:13]=1. (2) Given the reactants [F:1][C:2]([F:18])([F:17])[C:3]([C:9]1[CH:14]=[CH:13][C:12]([CH:15]=[CH2:16])=[CH:11][CH:10]=1)([OH:8])[C:4]([F:7])([F:6])[F:5].[H-].[Na+].[CH3:21][O:22][CH2:23]Cl, predict the reaction product. The product is: [F:1][C:2]([F:17])([F:18])[C:3]([C:9]1[CH:14]=[CH:13][C:12]([CH:15]=[CH2:16])=[CH:11][CH:10]=1)([O:8][CH2:21][O:22][CH3:23])[C:4]([F:6])([F:5])[F:7].